Dataset: NCI-60 drug combinations with 297,098 pairs across 59 cell lines. Task: Regression. Given two drug SMILES strings and cell line genomic features, predict the synergy score measuring deviation from expected non-interaction effect. (1) Drug 1: C1=CN(C=N1)CC(O)(P(=O)(O)O)P(=O)(O)O. Drug 2: C1CCC(C(C1)N)N.C(=O)(C(=O)[O-])[O-].[Pt+4]. Cell line: MDA-MB-435. Synergy scores: CSS=28.3, Synergy_ZIP=-6.91, Synergy_Bliss=-1.21, Synergy_Loewe=-6.61, Synergy_HSA=-0.417. (2) Drug 1: CC=C1C(=O)NC(C(=O)OC2CC(=O)NC(C(=O)NC(CSSCCC=C2)C(=O)N1)C(C)C)C(C)C. Drug 2: C#CCC(CC1=CN=C2C(=N1)C(=NC(=N2)N)N)C3=CC=C(C=C3)C(=O)NC(CCC(=O)O)C(=O)O. Cell line: HOP-92. Synergy scores: CSS=28.1, Synergy_ZIP=-4.80, Synergy_Bliss=-1.07, Synergy_Loewe=1.53, Synergy_HSA=1.66. (3) Drug 1: CC12CCC3C(C1CCC2=O)CC(=C)C4=CC(=O)C=CC34C. Drug 2: COCCOC1=C(C=C2C(=C1)C(=NC=N2)NC3=CC=CC(=C3)C#C)OCCOC.Cl. Synergy scores: CSS=29.7, Synergy_ZIP=-5.28, Synergy_Bliss=-2.85, Synergy_Loewe=-1.26, Synergy_HSA=-0.997. Cell line: UO-31. (4) Drug 1: C1C(C(OC1N2C=NC3=C(N=C(N=C32)Cl)N)CO)O. Drug 2: COC1=C2C(=CC3=C1OC=C3)C=CC(=O)O2. Cell line: KM12. Synergy scores: CSS=36.3, Synergy_ZIP=-6.15, Synergy_Bliss=0.325, Synergy_Loewe=-33.9, Synergy_HSA=-0.319. (5) Drug 1: CC=C1C(=O)NC(C(=O)OC2CC(=O)NC(C(=O)NC(CSSCCC=C2)C(=O)N1)C(C)C)C(C)C. Drug 2: C1CN(P(=O)(OC1)NCCCl)CCCl. Cell line: SF-295. Synergy scores: CSS=22.4, Synergy_ZIP=1.88, Synergy_Bliss=1.82, Synergy_Loewe=-59.9, Synergy_HSA=-0.855. (6) Drug 1: CC1=CC2C(CCC3(C2CCC3(C(=O)C)OC(=O)C)C)C4(C1=CC(=O)CC4)C. Drug 2: CC(C)NC(=O)C1=CC=C(C=C1)CNNC.Cl. Cell line: SK-OV-3. Synergy scores: CSS=1.61, Synergy_ZIP=0.492, Synergy_Bliss=3.25, Synergy_Loewe=1.15, Synergy_HSA=1.60. (7) Drug 1: CCCCCOC(=O)NC1=NC(=O)N(C=C1F)C2C(C(C(O2)C)O)O. Drug 2: B(C(CC(C)C)NC(=O)C(CC1=CC=CC=C1)NC(=O)C2=NC=CN=C2)(O)O. Cell line: NCI-H522. Synergy scores: CSS=37.6, Synergy_ZIP=1.14, Synergy_Bliss=0.604, Synergy_Loewe=-65.7, Synergy_HSA=-0.443.